Dataset: Catalyst prediction with 721,799 reactions and 888 catalyst types from USPTO. Task: Predict which catalyst facilitates the given reaction. (1) Reactant: [H-].[Na+].[C:3]([CH2:5]P(=O)(OCC)OCC)#[N:4].[CH2:14]([N:18]([CH2:31][CH2:32][CH2:33][CH3:34])[C:19]1[CH:24]=[CH:23][C:22]([CH:25]=[CH:26][CH:27]=O)=[C:21]([O:29][CH3:30])[CH:20]=1)[CH2:15][CH2:16][CH3:17].O. Product: [CH2:14]([N:18]([CH2:31][CH2:32][CH2:33][CH3:34])[C:19]1[CH:24]=[CH:23][C:22]([CH:25]=[CH:26][CH:27]=[CH:5][C:3]#[N:4])=[C:21]([O:29][CH3:30])[CH:20]=1)[CH2:15][CH2:16][CH3:17]. The catalyst class is: 7. (2) Reactant: [Si](I)(C)(C)C.C[C@:7]([NH:35]C(OC(C)(C)C)=O)([CH2:11][S:12][CH2:13][C:14]1[CH:19]=[CH:18][C:17]([C:20]2[CH:25]=[CH:24][C:23]([N:26]3[C:34]4[C:29](=[CH:30][CH:31]=[CH:32][CH:33]=4)[CH:28]=[CH:27]3)=[CH:22][CH:21]=2)=[CH:16][CH:15]=1)[C:8]([O-:10])=[O:9].[C:43](=O)(O)[O-].[Na+]. Product: [CH3:43][O:10][C:8](=[O:9])[C@@H:7]([NH2:35])[CH2:11][S:12][CH2:13][C:14]1[CH:19]=[CH:18][C:17]([C:20]2[CH:25]=[CH:24][C:23]([N:26]3[C:34]4[C:29](=[CH:30][CH:31]=[CH:32][CH:33]=4)[CH:28]=[CH:27]3)=[CH:22][CH:21]=2)=[CH:16][CH:15]=1. The catalyst class is: 2. (3) Reactant: [OH-].[Li+].[C:3]([N:6]1[C:15]2[C:10](=[CH:11][C:12]([C:16]([O:18]CCCC)=[O:17])=[CH:13][CH:14]=2)[C@H:9]([NH:23][C:24]([O:26][CH:27]([CH3:29])[CH3:28])=[O:25])[CH2:8][C@@H:7]1[CH3:30])(=[O:5])[CH3:4]. Product: [C:3]([N:6]1[C:15]2[C:10](=[CH:11][C:12]([C:16]([OH:18])=[O:17])=[CH:13][CH:14]=2)[C@H:9]([NH:23][C:24]([O:26][CH:27]([CH3:29])[CH3:28])=[O:25])[CH2:8][C@@H:7]1[CH3:30])(=[O:5])[CH3:4]. The catalyst class is: 97. (4) Reactant: Cl[C:2]([O:4][CH3:5])=[O:3].[NH2:6][CH2:7][C@H:8]1[O:12][C:11](=[O:13])[N:10]([C:14]2[CH:15]=[C:16]3[C:20](=[CH:21][CH:22]=2)[N:19]([CH2:23][CH:24]2[CH2:26][CH2:25]2)[C:18](=[O:27])[CH2:17]3)[CH2:9]1.C(N(C(C)C)CC)(C)C. Product: [CH3:5][O:4][C:2](=[O:3])[NH:6][CH2:7][C@@H:8]1[O:12][C:11](=[O:13])[N:10]([C:14]2[CH:15]=[C:16]3[C:20](=[CH:21][CH:22]=2)[N:19]([CH2:23][CH:24]2[CH2:25][CH2:26]2)[C:18](=[O:27])[CH2:17]3)[CH2:9]1. The catalyst class is: 4. (5) Reactant: [C:9](O[C:9]([O:11][C:12]([CH3:15])([CH3:14])[CH3:13])=[O:10])([O:11][C:12]([CH3:15])([CH3:14])[CH3:13])=[O:10].[OH:16][CH2:17][CH:18]1[CH2:23][CH2:22][NH:21][CH2:20][CH2:19]1. Product: [C:12]([O:11][C:9]([N:21]1[CH2:22][CH2:23][CH:18]([CH2:17][OH:16])[CH2:19][CH2:20]1)=[O:10])([CH3:13])([CH3:14])[CH3:15]. The catalyst class is: 7. (6) Reactant: [Br:1][C:2]1[S:19][C:5]2=[CH:6][N:7]=[C:8](S(C3C=CC=CC=3)(=O)=O)[CH:9]=[C:4]2[CH:3]=1.[O:20]1[CH2:24][CH2:23][CH2:22][CH2:21]1.C(O)(=O)C.C(OCC)(=O)C. Product: [Br:1][C:2]1[S:19][C:5]2=[CH:6][N:7]=[C:8]([O:20][CH2:21][CH2:22][CH2:23][CH3:24])[CH:9]=[C:4]2[CH:3]=1. The catalyst class is: 6. (7) Reactant: O[CH2:2][CH:3]1[CH2:7][N:6]([C:8]2[CH:9]=[N:10][N:11]3[CH2:16][C@H:15]([CH3:17])[N:14]([C:18]([O:20][C:21]([CH3:24])([CH3:23])[CH3:22])=[O:19])[CH2:13][C:12]=23)[C:5](=[O:25])[CH2:4]1.CS(Cl)(=O)=O.[N-:31]=[N+:32]=[N-:33].[Na+]. Product: [N:31]([CH2:2][CH:3]1[CH2:7][N:6]([C:8]2[CH:9]=[N:10][N:11]3[CH2:16][C@H:15]([CH3:17])[N:14]([C:18]([O:20][C:21]([CH3:22])([CH3:23])[CH3:24])=[O:19])[CH2:13][C:12]=23)[C:5](=[O:25])[CH2:4]1)=[N+:32]=[N-:33]. The catalyst class is: 2.